The task is: Regression. Given two drug SMILES strings and cell line genomic features, predict the synergy score measuring deviation from expected non-interaction effect.. This data is from NCI-60 drug combinations with 297,098 pairs across 59 cell lines. (1) Drug 1: C1CN1P(=S)(N2CC2)N3CC3. Drug 2: CN1C2=C(C=C(C=C2)N(CCCl)CCCl)N=C1CCCC(=O)O.Cl. Cell line: EKVX. Synergy scores: CSS=2.67, Synergy_ZIP=4.55, Synergy_Bliss=2.40, Synergy_Loewe=4.77, Synergy_HSA=0.701. (2) Drug 1: CC(C)(C#N)C1=CC(=CC(=C1)CN2C=NC=N2)C(C)(C)C#N. Drug 2: N.N.Cl[Pt+2]Cl. Cell line: OVCAR-8. Synergy scores: CSS=13.6, Synergy_ZIP=-7.80, Synergy_Bliss=1.79, Synergy_Loewe=-3.34, Synergy_HSA=-3.06. (3) Drug 1: CC1C(C(=O)NC(C(=O)N2CCCC2C(=O)N(CC(=O)N(C(C(=O)O1)C(C)C)C)C)C(C)C)NC(=O)C3=C4C(=C(C=C3)C)OC5=C(C(=O)C(=C(C5=N4)C(=O)NC6C(OC(=O)C(N(C(=O)CN(C(=O)C7CCCN7C(=O)C(NC6=O)C(C)C)C)C)C(C)C)C)N)C. Drug 2: C1=NC2=C(N1)C(=S)N=CN2. Cell line: SK-OV-3. Synergy scores: CSS=23.4, Synergy_ZIP=-11.3, Synergy_Bliss=-1.41, Synergy_Loewe=-1.14, Synergy_HSA=0.474.